Dataset: HIV replication inhibition screening data with 41,000+ compounds from the AIDS Antiviral Screen. Task: Binary Classification. Given a drug SMILES string, predict its activity (active/inactive) in a high-throughput screening assay against a specified biological target. (1) The molecule is O=C(NNC(=O)c1ccncc1)c1ccncc1. The result is 0 (inactive). (2) The drug is CCc1cccc(C(C)(C)C)c1NC(=S)NC=C(C#N)C(N)=O. The result is 0 (inactive). (3) The molecule is CC(Cc1ccccc1)NC1=NCCO1. The result is 0 (inactive). (4) The compound is COc1ccc(OC)c(C=CNC=O)c1. The result is 0 (inactive).